This data is from Full USPTO retrosynthesis dataset with 1.9M reactions from patents (1976-2016). The task is: Predict the reactants needed to synthesize the given product. Given the product [F:1][C:2]1[N:3]([S:18]([C:21]2[CH:26]=[CH:25][CH:24]=[CH:23][CH:22]=2)(=[O:20])=[O:19])[C:4]([C:12]2[CH:13]=[CH:14][CH:15]=[CH:16][CH:17]=2)=[CH:5][C:6]=1[CH2:7][OH:8], predict the reactants needed to synthesize it. The reactants are: [F:1][C:2]1[N:3]([S:18]([C:21]2[CH:26]=[CH:25][CH:24]=[CH:23][CH:22]=2)(=[O:20])=[O:19])[C:4]([C:12]2[CH:17]=[CH:16][CH:15]=[CH:14][CH:13]=2)=[CH:5][C:6]=1[C:7](OCC)=[O:8].[H-].C([Al+]CC(C)C)C(C)C.Cl.